This data is from Reaction yield outcomes from USPTO patents with 853,638 reactions. The task is: Predict the reaction yield, written as a fraction of the theoretical maximum amount of product (1.0 means a 100% yield; for example, 0.34 means a 34% yield). (1) The reactants are II.Br[CH2:4][CH2:5][CH2:6][O:7][CH3:8].Br[C:10]1[CH:15]=[C:14]([CH:16]([O:19][CH3:20])[O:17][CH3:18])[C:13]([Cl:21])=[CH:12][N:11]=1.CCOC(C)=O. The catalyst is C1COCC1.Cl[Ni]1(Cl)[P](C2C=CC=CC=2)(C2C=CC=CC=2)CCC[P]1(C1C=CC=CC=1)C1C=CC=CC=1. The product is [Cl:21][C:13]1[C:14]([CH:16]([O:19][CH3:20])[O:17][CH3:18])=[CH:15][C:10]([CH2:4][CH2:5][CH2:6][O:7][CH3:8])=[N:11][CH:12]=1. The yield is 0.620. (2) The reactants are [CH3:1][C:2]1[CH:6]=[C:5]([NH:7][C:8]2[C:9]3[CH2:20][O:19][CH2:18][C:10]=3[N:11]=[C:12]([S:14]([CH3:17])(=O)=O)[N:13]=2)[NH:4][N:3]=1.SC1[CH:27]=[CH:26][C:25]([NH:28][C:29]([CH:31]2[CH2:33][CH2:32]2)=[O:30])=[CH:24][CH:23]=1. The catalyst is C(O)(C)(C)C. The product is [CH3:1][C:2]1[CH:6]=[C:5]([NH:7][C:8]2[C:9]3[CH2:20][O:19][CH2:18][C:10]=3[N:11]=[C:12]([S:14][C:17]3[CH:27]=[CH:26][C:25]([NH:28][C:29]([CH:31]4[CH2:32][CH2:33]4)=[O:30])=[CH:24][CH:23]=3)[N:13]=2)[NH:4][N:3]=1. The yield is 0.500. (3) The reactants are [CH3:1][C:2]1([CH3:22])[N:6]([C:7]2[S:8][C:9]3[CH:15]=[C:14]([CH2:16][NH2:17])[CH:13]=[CH:12][C:10]=3[N:11]=2)[C@@H:5]2[CH2:18][CH2:19][CH2:20][CH2:21][C@H:4]2[O:3]1.CCN(C(C)C)C(C)C.[Cl:32][C:33]1[C:38]([N+:39]([O-:41])=[O:40])=[C:37](Cl)[N:36]=[CH:35][N:34]=1. No catalyst specified. The product is [Cl:32][C:33]1[N:34]=[CH:35][N:36]=[C:37]([NH:17][CH2:16][C:14]2[CH:13]=[CH:12][C:10]3[N:11]=[C:7]([N:6]4[C@@H:5]5[CH2:18][CH2:19][CH2:20][CH2:21][C@H:4]5[O:3][C:2]4([CH3:22])[CH3:1])[S:8][C:9]=3[CH:15]=2)[C:38]=1[N+:39]([O-:41])=[O:40]. The yield is 0.430. (4) The reactants are CCN(CC)CC.[F:8][C:9]1[CH:14]=[C:13]([C:15]([OH:17])=O)[CH:12]=[CH:11][N:10]=1.CCN=C=NCCCN(C)C.C1C=CC2N(O)N=NC=2C=1.[CH3:39][NH:40][O:41][CH3:42].Cl. The catalyst is C(Cl)Cl. The product is [F:8][C:9]1[CH:14]=[C:13]([C:15]([N:40]([CH3:39])[O:41][CH3:42])=[O:17])[CH:12]=[CH:11][N:10]=1. The yield is 0.640. (5) The reactants are [Br:1][C:2]1[CH:7]=[CH:6][C:5]([C:8]2[CH:13]=[CH:12][C:11]([C:14]3[N:15]=[C:16]([C@@H:19]4[CH2:23][CH2:22][CH2:21][N:20]4C(OC(C)(C)C)=O)[NH:17][CH:18]=3)=[CH:10][CH:9]=2)=[CH:4][CH:3]=1.[ClH:31]. The catalyst is C(OCC)C. The product is [ClH:31].[Br:1][C:2]1[CH:3]=[CH:4][C:5]([C:8]2[CH:9]=[CH:10][C:11]([C:14]3[N:15]=[C:16]([C@@H:19]4[CH2:23][CH2:22][CH2:21][NH:20]4)[NH:17][CH:18]=3)=[CH:12][CH:13]=2)=[CH:6][CH:7]=1. The yield is 0.990. (6) The reactants are [NH2:1][C:2]1[CH:10]=[C:9]([F:11])[CH:8]=[CH:7][C:3]=1[C:4](O)=[O:5].C(O)(=O)C.[CH:16](N)=[NH:17]. The catalyst is COCCO. The product is [F:11][C:9]1[CH:10]=[C:2]2[C:3]([C:4](=[O:5])[NH:17][CH:16]=[N:1]2)=[CH:7][CH:8]=1. The yield is 0.650. (7) The reactants are Br[C:2]1[CH:3]=[C:4]([C:8]2([C:19]3[CH:24]=[C:23]([CH3:25])[N:22]=[C:21]([CH3:26])[CH:20]=3)[C:16]3[C:11](=[C:12]([F:17])[CH:13]=[CH:14][CH:15]=3)[C:10]([NH2:18])=[N:9]2)[CH:5]=[CH:6][CH:7]=1.[C:27]([C:29]1[CH:30]=[C:31](B(O)O)[CH:32]=[N:33][CH:34]=1)#[N:28].C([O-])([O-])=O.[K+].[K+]. The catalyst is C1C=CC(P(C2C=CC=CC=2)[C-]2C=CC=C2)=CC=1.C1C=CC(P(C2C=CC=CC=2)[C-]2C=CC=C2)=CC=1.Cl[Pd]Cl.[Fe+2].C(Cl)Cl. The product is [NH2:18][C:10]1[C:11]2[C:16](=[CH:15][CH:14]=[CH:13][C:12]=2[F:17])[C:8]([C:4]2[CH:3]=[C:2]([C:31]3[CH:32]=[N:33][CH:34]=[C:29]([CH:30]=3)[C:27]#[N:28])[CH:7]=[CH:6][CH:5]=2)([C:19]2[CH:20]=[C:21]([CH3:26])[N:22]=[C:23]([CH3:25])[CH:24]=2)[N:9]=1. The yield is 0.530. (8) The reactants are [CH:1]([O:4][C:5]1[CH:32]=[CH:31][C:8]([C:9]([N:11]2[CH2:16][CH2:15][C:14]3([O:21][C:20]4[CH:22]=[CH:23][CH:24]=[CH:25][C:19]=4[N:18]4[C:26]([C:29]#[N:30])=[CH:27][CH:28]=[C:17]34)[CH2:13][CH2:12]2)=[O:10])=[CH:7][C:6]=1[CH3:33])([CH3:3])[CH3:2].[BH4-].[Na+].Cl. The catalyst is CO.Cl[Co]Cl. The product is [NH2:30][CH2:29][C:26]1[N:18]2[C:19]3[CH:25]=[CH:24][CH:23]=[CH:22][C:20]=3[O:21][C:14]3([CH2:15][CH2:16][N:11]([C:9]([C:8]4[CH:31]=[CH:32][C:5]([O:4][CH:1]([CH3:2])[CH3:3])=[C:6]([CH3:33])[CH:7]=4)=[O:10])[CH2:12][CH2:13]3)[C:17]2=[CH:28][CH:27]=1. The yield is 0.670. (9) The reactants are [CH2:1]([O:8][C:9]1[CH:14]=[CH:13][C:12]([C@H:15]2[CH2:20][CH2:19][N:18](C(OC(C)(C)C)=O)[CH2:17][C@@H:16]2[F:28])=[CH:11][CH:10]=1)[C:2]1[CH:7]=[CH:6][CH:5]=[CH:4][CH:3]=1.[ClH:29]. The catalyst is O1CCOCC1. The product is [ClH:29].[CH2:1]([O:8][C:9]1[CH:14]=[CH:13][C:12]([C@H:15]2[CH2:20][CH2:19][NH:18][CH2:17][C@@H:16]2[F:28])=[CH:11][CH:10]=1)[C:2]1[CH:3]=[CH:4][CH:5]=[CH:6][CH:7]=1. The yield is 0.830.